Dataset: Forward reaction prediction with 1.9M reactions from USPTO patents (1976-2016). Task: Predict the product of the given reaction. (1) The product is: [Br:1][C:2]1[S:6][C:5]([CH2:7][Br:11])=[CH:4][C:3]=1[CH3:9]. Given the reactants [Br:1][C:2]1[S:6][C:5]([CH2:7]O)=[CH:4][C:3]=1[CH3:9].C(Br)(Br)(Br)[Br:11].C1(P(C2C=CC=CC=2)C2C=CC=CC=2)C=CC=CC=1, predict the reaction product. (2) Given the reactants [C:1]([O:5][C:6]([N:8]([CH2:26][C:27]([O:29][C:30]([CH3:33])([CH3:32])[CH3:31])=[O:28])[C:9]1[CH:14]=[CH:13][CH:12]=[C:11]([CH2:15][NH:16][S:17]([C:20]2[CH:21]=[N:22][CH:23]=[CH:24][CH:25]=2)(=[O:19])=[O:18])[N:10]=1)=[O:7])([CH3:4])([CH3:3])[CH3:2].[CH3:34][C:35]([C:41]1[CH:48]=[CH:47][C:44]([CH2:45]O)=[CH:43][CH:42]=1)([CH3:40])[CH2:36][CH2:37][CH2:38][CH3:39].C(P(CCCC)CCCC)CCC.CN(C)C(N=NC(N(C)C)=O)=O, predict the reaction product. The product is: [C:1]([O:5][C:6]([N:8]([CH2:26][C:27]([O:29][C:30]([CH3:33])([CH3:32])[CH3:31])=[O:28])[C:9]1[CH:14]=[CH:13][CH:12]=[C:11]([CH:15]([CH2:45][C:44]2[CH:47]=[CH:48][C:41]([C:35]([CH3:34])([CH3:40])[CH2:36][CH2:37][CH2:38][CH3:39])=[CH:42][CH:43]=2)[NH:16][S:17]([C:20]2[CH:21]=[N:22][CH:23]=[CH:24][CH:25]=2)(=[O:19])=[O:18])[N:10]=1)=[O:7])([CH3:4])([CH3:3])[CH3:2]. (3) Given the reactants C(C1C(C)=C(OC(C2CC2)=O)C2C(=CC(F)=C(F)C=2)N=1)C.[CH2:22]([C:24]1[C:33]([CH3:34])=[C:32]([O:35][C:36]([CH:38]2CC2)=[O:37])[C:31]2[C:26](=[CH:27][CH:28]=[C:29]([F:42])[C:30]=2[F:41])[N:25]=1)[CH3:23].O, predict the reaction product. The product is: [CH2:22]([C:24]1[C:33]([CH3:34])=[C:32]([O:35][C:36](=[O:37])[CH3:38])[C:31]2[C:26](=[CH:27][CH:28]=[C:29]([F:42])[C:30]=2[F:41])[N:25]=1)[CH3:23]. (4) The product is: [Si:1]([O:8][CH2:9][C:10]1[N:15]=[CH:14][C:13]2[N:16]=[CH:17][N:18]([C:19]3[S:23][C:22]([C:24]([NH2:40])=[O:26])=[C:21]([O:28][CH:29]([C:31]4[CH:36]=[CH:35][C:34]([C:37]#[N:38])=[CH:33][C:32]=4[Cl:39])[CH3:30])[CH:20]=3)[C:12]=2[CH:11]=1)([C:4]([CH3:7])([CH3:6])[CH3:5])([CH3:3])[CH3:2]. Given the reactants [Si:1]([O:8][CH2:9][C:10]1[N:15]=[CH:14][C:13]2[N:16]=[CH:17][N:18]([C:19]3[S:23][C:22]([C:24]([O:26]C)=O)=[C:21]([O:28][CH:29]([C:31]4[CH:36]=[CH:35][C:34]([C:37]#[N:38])=[CH:33][C:32]=4[Cl:39])[CH3:30])[CH:20]=3)[C:12]=2[CH:11]=1)([C:4]([CH3:7])([CH3:6])[CH3:5])([CH3:3])[CH3:2].[NH3:40], predict the reaction product. (5) Given the reactants [Cl:1][C:2]1[C:3](Cl)=[N:4][CH:5]=[C:6]([CH:12]=1)[C:7]([O:9][CH2:10][CH3:11])=[O:8].[F:14][C:15]1[CH:16]=[C:17](B(O)O)[CH:18]=[CH:19][C:20]=1[O:21][CH3:22].C(=O)([O-])[O-].[Cs+].[Cs+], predict the reaction product. The product is: [Cl:1][C:2]1[CH:12]=[C:6]([C:7]([O:9][CH2:10][CH3:11])=[O:8])[CH:5]=[N:4][C:3]=1[C:17]1[CH:18]=[CH:19][C:20]([O:21][CH3:22])=[C:15]([F:14])[CH:16]=1. (6) Given the reactants [N+:1]([C:4]1[CH:5]=[C:6]2[C:10](=[CH:11][CH:12]=1)[N:9]([CH2:13][C:14]1[CH:22]=[CH:21][C:17]([C:18]([OH:20])=O)=[CH:16][CH:15]=1)[CH:8]=[CH:7]2)([O-])=O.Cl.C([O:26][C:27](=[O:31])[CH2:28][CH2:29][NH2:30])C.[F:32][C:33]([F:46])([F:45])[O:34][C:35]1[CH:40]=[CH:39][C:38]([S:41](Cl)(=[O:43])=[O:42])=[CH:37][CH:36]=1, predict the reaction product. The product is: [F:46][C:33]([F:32])([F:45])[O:34][C:35]1[CH:40]=[CH:39][C:38]([S:41]([NH:1][C:4]2[CH:5]=[C:6]3[C:10](=[CH:11][CH:12]=2)[N:9]([CH2:13][C:14]2[CH:22]=[CH:21][C:17]([C:18]([NH:30][CH2:29][CH2:28][C:27]([OH:26])=[O:31])=[O:20])=[CH:16][CH:15]=2)[CH:8]=[CH:7]3)(=[O:43])=[O:42])=[CH:37][CH:36]=1.